Dataset: Reaction yield outcomes from USPTO patents with 853,638 reactions. Task: Predict the reaction yield, written as a fraction of the theoretical maximum amount of product (1.0 means a 100% yield; for example, 0.34 means a 34% yield). (1) The product is [CH3:1][C:2]1[O:6][N:5]=[C:4]([C:7]2[CH:8]=[CH:9][CH:10]=[CH:11][CH:12]=2)[C:3]=1[CH2:13][O:14][C:15]1[N:16]=[CH:17][C:18]([C:19]([N:24]2[CH2:29][CH2:28][CH2:27][CH2:26][CH2:25]2)=[O:21])=[CH:22][CH:23]=1. The reactants are [CH3:1][C:2]1[O:6][N:5]=[C:4]([C:7]2[CH:12]=[CH:11][CH:10]=[CH:9][CH:8]=2)[C:3]=1[CH2:13][O:14][C:15]1[CH:23]=[CH:22][C:18]([C:19]([OH:21])=O)=[CH:17][N:16]=1.[NH:24]1[CH2:29][CH2:28][CH2:27][CH2:26][CH2:25]1. The yield is 0.750. No catalyst specified. (2) The reactants are Br[C:2]1[CH:3]=[CH:4][C:5]([CH3:15])=[C:6]([NH:8][C:9](=[O:14])[C:10]([F:13])([F:12])[F:11])[CH:7]=1.[CH3:16][Si:17]([C:20]#[CH:21])([CH3:19])[CH3:18]. The catalyst is C1COCC1.Cl[Pd](Cl)([P](C1C=CC=CC=1)(C1C=CC=CC=1)C1C=CC=CC=1)[P](C1C=CC=CC=1)(C1C=CC=CC=1)C1C=CC=CC=1.[Cu]I. The product is [F:11][C:10]([F:13])([F:12])[C:9]([NH:8][C:6]1[CH:7]=[C:2]([C:21]#[C:20][Si:17]([CH3:19])([CH3:18])[CH3:16])[CH:3]=[CH:4][C:5]=1[CH3:15])=[O:14]. The yield is 0.670.